This data is from Forward reaction prediction with 1.9M reactions from USPTO patents (1976-2016). The task is: Predict the product of the given reaction. (1) Given the reactants [Cl:1][C:2]1[CH:3]=[C:4]([C:9]2([CH:13]([OH:21])[CH2:14][NH:15][CH:16]([CH:18]([F:20])[CH3:19])[CH3:17])[CH2:12][CH2:11][CH2:10]2)[CH:5]=[CH:6][C:7]=1[Cl:8].Cl, predict the reaction product. The product is: [Cl-:1].[Cl:1][C:2]1[CH:3]=[C:4]([C:9]2([CH:13]([OH:21])[CH2:14][NH2+:15][CH:16]([CH:18]([F:20])[CH3:19])[CH3:17])[CH2:12][CH2:11][CH2:10]2)[CH:5]=[CH:6][C:7]=1[Cl:8]. (2) The product is: [CH:47]([O:49][CH2:50][CH2:51][O:52][NH:53][C:26]([C:10]1[C:9]([NH:8][C:5]2[CH:6]=[CH:7][C:2]([Br:1])=[CH:3][C:4]=2[Cl:29])=[C:24]([F:25])[C:13]2[N:14]=[CH:15][N:16]([CH2:17][CH:18]3[CH2:23][CH2:22][CH2:21][CH2:20][O:19]3)[C:12]=2[CH:11]=1)=[O:28])=[CH2:48]. Given the reactants [Br:1][C:2]1[CH:7]=[CH:6][C:5]([NH:8][C:9]2[C:10]([C:26]([OH:28])=O)=[CH:11][C:12]3[N:16]([CH2:17][CH:18]4[CH2:23][CH2:22][CH2:21][CH2:20][O:19]4)[CH:15]=[N:14][C:13]=3[C:24]=2[F:25])=[C:4]([Cl:29])[CH:3]=1.C1C=CC2N(O)N=NC=2C=1.C(N(CC)CC)C.[CH:47]([O:49][CH2:50][CH2:51][O:52][NH2:53])=[CH2:48].CCN=C=NCCCN(C)C, predict the reaction product. (3) Given the reactants [Cl:1][C:2]1[C:3]2[N:10]([CH2:11][CH2:12][NH:13]C(=O)OC(C)(C)C)[CH:9]=[CH:8][C:4]=2[N:5]=[CH:6][N:7]=1.[S:21]1[C:25]2[CH:26]=[CH:27][CH:28]=[C:29]([O:30][C:31]3[CH:37]=[CH:36][C:34]([NH2:35])=[CH:33][C:32]=3[Br:38])[C:24]=2[CH:23]=[N:22]1.C(=O)([O-])O.[Na+], predict the reaction product. The product is: [ClH:1].[ClH:1].[NH2:13][CH2:12][CH2:11][N:10]1[C:3]2[C:2]([NH:35][C:34]3[CH:36]=[CH:37][C:31]([O:30][C:29]4[C:24]5[CH:23]=[N:22][S:21][C:25]=5[CH:26]=[CH:27][CH:28]=4)=[C:32]([Br:38])[CH:33]=3)=[N:7][CH:6]=[N:5][C:4]=2[CH:8]=[CH:9]1.